From a dataset of Full USPTO retrosynthesis dataset with 1.9M reactions from patents (1976-2016). Predict the reactants needed to synthesize the given product. (1) Given the product [CH2:14]([C@H:21]1[N:26]([C:27]([C:29]2[N:30]=[CH:31][N:32]([CH:40]3[CH2:47][CH2:46][CH2:45][CH2:44][C:41]3([CH2:42][CH2:12][C:11]#[N:13])[OH:43])[C:33]=2[C:34]2[CH:35]=[CH:36][CH:37]=[CH:38][CH:39]=2)=[O:28])[CH2:25][CH2:24][N:23]([C:48]([O:50][C:51]([CH3:54])([CH3:52])[CH3:53])=[O:49])[CH2:22]1)[C:15]1[CH:16]=[CH:17][CH:18]=[CH:19][CH:20]=1, predict the reactants needed to synthesize it. The reactants are: C[Si]([N-][Si](C)(C)C)(C)C.[Li+].[C:11](#[N:13])[CH3:12].[CH2:14]([C@H:21]1[N:26]([C:27]([C:29]2[N:30]=[CH:31][N:32]([CH:40]3[CH2:47][CH2:46][CH2:45][CH2:44][C:41]43[O:43][CH2:42]4)[C:33]=2[C:34]2[CH:39]=[CH:38][CH:37]=[CH:36][CH:35]=2)=[O:28])[CH2:25][CH2:24][N:23]([C:48]([O:50][C:51]([CH3:54])([CH3:53])[CH3:52])=[O:49])[CH2:22]1)[C:15]1[CH:20]=[CH:19][CH:18]=[CH:17][CH:16]=1.[Cl-].[NH4+]. (2) The reactants are: [Cl:1][C:2]1[CH:7]=[CH:6][CH:5]=[C:4]([Cl:8])[C:3]=1[S:9](Cl)(=[O:11])=[O:10].[NH3:13]. Given the product [Cl:1][C:2]1[CH:7]=[CH:6][CH:5]=[C:4]([Cl:8])[C:3]=1[S:9]([NH2:13])(=[O:11])=[O:10], predict the reactants needed to synthesize it. (3) Given the product [C:36]([CH2:35][CH2:34][CH2:33][CH2:32][N:31]([CH2:40][C:41]1[CH:42]=[CH:43][C:44]([C:45]([OH:47])=[O:46])=[CH:49][CH:50]=1)[CH2:30][CH2:29][C:20]1[C:19]([O:18][CH2:17][C:14]2[CH:15]=[CH:16][C:11]([C:8]3[CH:7]=[CH:6][C:5]([O:4][CH3:3])=[CH:10][CH:9]=3)=[CH:12][CH:13]=2)=[CH:28][C:27]2[CH2:26][CH2:25][CH2:24][CH2:23][C:22]=2[CH:21]=1)([OH:38])=[O:37], predict the reactants needed to synthesize it. The reactants are: [OH-].[Na+].[CH3:3][O:4][C:5]1[CH:10]=[CH:9][C:8]([C:11]2[CH:16]=[CH:15][C:14]([CH2:17][O:18][C:19]3[C:20]([CH2:29][CH2:30][N:31]([CH2:40][C:41]4[CH:50]=[CH:49][C:44]([C:45]([O:47]C)=[O:46])=[CH:43][CH:42]=4)[CH2:32][CH2:33][CH2:34][CH2:35][C:36]([O:38]C)=[O:37])=[CH:21][C:22]4[CH2:23][CH2:24][CH2:25][CH2:26][C:27]=4[CH:28]=3)=[CH:13][CH:12]=2)=[CH:7][CH:6]=1. (4) Given the product [Br:26][C:14]1[C:15]2[C:20]([C:7]([C:1]3[CH:2]=[CH:3][CH:4]=[CH:5][CH:6]=3)=[C:8]3[C:13]=1[CH:12]=[CH:11][CH:10]=[CH:9]3)=[CH:19][CH:18]=[CH:17][CH:16]=2, predict the reactants needed to synthesize it. The reactants are: [C:1]1([C:7]2[C:8]3[C:13]([CH:14]=[C:15]4[C:20]=2[CH:19]=[CH:18][CH:17]=[CH:16]4)=[CH:12][CH:11]=[CH:10][CH:9]=3)[CH:6]=[CH:5][CH:4]=[CH:3][CH:2]=1.C(Cl)(Cl)(Cl)Cl.[Br:26]Br.S([O-])([O-])(=O)=S.[Na+].[Na+]. (5) Given the product [C:1]1([NH:7][S:8](=[O:9])(=[O:10])[O-:11])[CH:2]=[CH:3][CH:4]=[CH:5][CH:6]=1.[NH4+:49], predict the reactants needed to synthesize it. The reactants are: [C:1]1([NH:7][S:8](=[O:11])(=[O:10])[O-:9])[CH:6]=[CH:5][CH:4]=[CH:3][CH:2]=1.[K+].C1(NS(=O)(=O)O)C=CC=CC=1.C(NS(=O)(=O)[O-])C1C=CC=CC=1.[Na+].C(NS(=O)(=O)[O-])C1C=CC=CC=1.[NH4+:49].C(NS(=O)(=O)[O-])C1C=CC=CC=1.[K+].C(NS(=O)(=O)O)C1C=CC=CC=1.C(NS(=O)(=O)[O-])(C)C.[Na+].C(NS(=O)(=O)[O-])(C)C.[NH4+].C(NS(=O)(=O)[O-])(C)C.[K+].C(NS(=O)(=O)O)(C)C.CNS(=O)(=O)[O-].[Na+].CNS(=O)(=O)[O-].[NH4+].CNS(=O)(=O)[O-].[K+].CNS(=O)(=O)O.[Na].